This data is from Catalyst prediction with 721,799 reactions and 888 catalyst types from USPTO. The task is: Predict which catalyst facilitates the given reaction. (1) Reactant: C[O:2][C:3](=[O:32])[C:4]([NH:7][C:8]([C:10]1[CH:19]=[CH:18][C:17]2[C:12](=[CH:13][CH:14]=[CH:15][CH:16]=2)[C:11]=1[O:20][CH:21]([C:23]1[S:24][C:25]2[CH:31]=[CH:30][CH:29]=[CH:28][C:26]=2[N:27]=1)[CH3:22])=[O:9])([CH3:6])[CH3:5].Cl. Product: [S:24]1[C:25]2[CH:31]=[CH:30][CH:29]=[CH:28][C:26]=2[N:27]=[C:23]1[CH:21]([O:20][C:11]1[C:12]2[C:17](=[CH:16][CH:15]=[CH:14][CH:13]=2)[CH:18]=[CH:19][C:10]=1[C:8]([NH:7][C:4]([CH3:5])([CH3:6])[C:3]([OH:32])=[O:2])=[O:9])[CH3:22]. The catalyst class is: 273. (2) Reactant: [Cl:1][C:2]1[CH:10]=[C:9]([N:11]2[CH2:16][CH2:15][O:14][CH2:13][S:12]2(=[O:18])=[O:17])[CH:8]=[CH:7][C:3]=1[C:4]([OH:6])=O.[Cl:19][C:20]1[CH:26]=[CH:25][C:23]([NH2:24])=[CH:22][C:21]=1[C:27]1[CH:36]=[CH:35][C:34]2[C:29](=[CH:30][CH:31]=[CH:32][N:33]=2)[N:28]=1.CN(C(ON1N=NC2C=CC=NC1=2)=[N+](C)C)C.F[P-](F)(F)(F)(F)F.CCN(C(C)C)C(C)C. Product: [Cl:1][C:2]1[CH:10]=[C:9]([N:11]2[CH2:16][CH2:15][O:14][CH2:13][S:12]2(=[O:18])=[O:17])[CH:8]=[CH:7][C:3]=1[C:4]([NH:24][C:23]1[CH:25]=[CH:26][C:20]([Cl:19])=[C:21]([C:27]2[CH:36]=[CH:35][C:34]3[C:29](=[CH:30][CH:31]=[CH:32][N:33]=3)[N:28]=2)[CH:22]=1)=[O:6]. The catalyst class is: 31.